Dataset: Catalyst prediction with 721,799 reactions and 888 catalyst types from USPTO. Task: Predict which catalyst facilitates the given reaction. (1) Reactant: [CH2:1]([N:8](C(OC(C)(C)C)=O)[CH:9]1[CH2:15][CH2:14][CH2:13][C:12]2[CH:16]=[C:17]([OH:21])[C:18]([Cl:20])=[CH:19][C:11]=2[CH2:10]1)[C:2]1[CH:7]=[CH:6][CH:5]=[CH:4][CH:3]=1.Cl. Product: [CH2:1]([NH:8][CH:9]1[CH2:15][CH2:14][CH2:13][C:12]2[CH:16]=[C:17]([OH:21])[C:18]([Cl:20])=[CH:19][C:11]=2[CH2:10]1)[C:2]1[CH:3]=[CH:4][CH:5]=[CH:6][CH:7]=1. The catalyst class is: 13. (2) Reactant: [C:1]([OH:7])(=[O:6])[C:2]#[C:3][CH2:4][CH3:5].C1(N=C=NC2CCCCC2)CCCCC1.O[N:24]1[C:29](=[O:30])[C:28]2[CH:31]=[CH:32][CH:33]=[CH:34][C:27]=2[N:26]=[N:25]1. Product: [O:30]=[C:29]1[N:24]([O:6][C:1](=[O:7])[CH2:2][CH2:3][C:4]#[CH:5])[N:25]=[N:26][C:27]2[CH:34]=[CH:33][CH:32]=[CH:31][C:28]1=2. The catalyst class is: 1. (3) Reactant: [CH3:1][O:2][C:3]([C:5]1[CH:6]=[C:7]2[C:11](=[CH:12][CH:13]=1)[NH:10][CH:9]=[CH:8]2)=[O:4].C([BH3-])#N.[Na+].O. Product: [CH3:1][O:2][C:3]([C:5]1[CH:6]=[C:7]2[C:11](=[CH:12][CH:13]=1)[NH:10][CH2:9][CH2:8]2)=[O:4]. The catalyst class is: 15. (4) Reactant: Cl[C:2]1[CH:3]=[CH:4][N:5]=[C:6]2[C:11]=1[N:10]=[CH:9][C:8]([O:12][CH3:13])=[CH:7]2.[NH2:14][CH2:15][CH2:16][N:17]1[CH:22]=[C:21]([C:23]2[S:24][CH:25]=[CH:26][CH:27]=2)[CH:20]=[CH:19][C:18]1=[O:28]. Product: [CH3:13][O:12][C:8]1[CH:7]=[C:6]2[C:11]([C:2]([NH:14][CH2:15][CH2:16][N:17]3[CH:22]=[C:21]([C:23]4[S:24][CH:25]=[CH:26][CH:27]=4)[CH:20]=[CH:19][C:18]3=[O:28])=[CH:3][CH:4]=[N:5]2)=[N:10][CH:9]=1. The catalyst class is: 41. (5) Reactant: [Br:1]N1C(=O)CCC1=O.[CH2:9]([C:11]1[S:12][CH:13]=[C:14]([C:16]2[CH:21]=[CH:20][C:19]([F:22])=[CH:18][CH:17]=2)[N:15]=1)[CH3:10].O. Product: [Br:1][C:13]1[S:12][C:11]([CH2:9][CH3:10])=[N:15][C:14]=1[C:16]1[CH:21]=[CH:20][C:19]([F:22])=[CH:18][CH:17]=1. The catalyst class is: 4.